From a dataset of Full USPTO retrosynthesis dataset with 1.9M reactions from patents (1976-2016). Predict the reactants needed to synthesize the given product. Given the product [NH2:2][CH:14]1[CH2:15][CH2:16][N:11]([CH2:4][C:5]2[CH:10]=[CH:9][CH:8]=[CH:7][CH:6]=2)[CH2:12][CH2:13]1, predict the reactants needed to synthesize it. The reactants are: Cl.[NH2:2]O.[CH2:4]([N:11]1[CH2:16][CH2:15][CH2:14][CH2:13][C:12]1=O)[C:5]1[CH:10]=[CH:9][CH:8]=[CH:7][CH:6]=1.[H-].[Al+3].[Li+].[H-].[H-].[H-].